This data is from Reaction yield outcomes from USPTO patents with 853,638 reactions. The task is: Predict the reaction yield, written as a fraction of the theoretical maximum amount of product (1.0 means a 100% yield; for example, 0.34 means a 34% yield). (1) The catalyst is C(O)(=O)C. The reactants are [Br:1]Br.[CH:3]1([C:6]([CH:13]2[CH2:15][CH2:14]2)([C:8]2[S:9][CH:10]=[CH:11][N:12]=2)[OH:7])[CH2:5][CH2:4]1.CC([O-])=O.[Na+]. The product is [Br:1][C:10]1[S:9][C:8]([C:6]([CH:3]2[CH2:5][CH2:4]2)([CH:13]2[CH2:14][CH2:15]2)[OH:7])=[N:12][CH:11]=1. The yield is 0.570. (2) The reactants are [C:1]([O:10]C)(=O)[C:2]1[C:3](=[CH:5][CH:6]=[CH:7][CH:8]=1)[SH:4].[C:12]([C:14]1[CH:19]=[CH:18][CH:17]=[C:16]([N:20]2[CH2:25][CH2:24][N:23]([C:26]3[CH:31]=[CH:30][CH:29]=[CH:28][CH:27]=3)[CH2:22][CH2:21]2)[N:15]=1)#[N:13]. The catalyst is C1(C)C=CC=CC=1. The product is [C:26]1([N:23]2[CH2:24][CH2:25][N:20]([C:16]3[N:15]=[C:14]([C:12]4[S:4][C:3]5[CH:5]=[CH:6][CH:7]=[CH:8][C:2]=5[C:1](=[O:10])[N:13]=4)[CH:19]=[CH:18][CH:17]=3)[CH2:21][CH2:22]2)[CH:27]=[CH:28][CH:29]=[CH:30][CH:31]=1. The yield is 0.330.